This data is from Peptide-MHC class I binding affinity with 185,985 pairs from IEDB/IMGT. The task is: Regression. Given a peptide amino acid sequence and an MHC pseudo amino acid sequence, predict their binding affinity value. This is MHC class I binding data. (1) The peptide sequence is NQFGTMPSL. The MHC is HLA-A31:01 with pseudo-sequence HLA-A31:01. The binding affinity (normalized) is 0.0847. (2) The peptide sequence is TKDAERGKL. The MHC is HLA-A69:01 with pseudo-sequence HLA-A69:01. The binding affinity (normalized) is 0.0847.